This data is from Forward reaction prediction with 1.9M reactions from USPTO patents (1976-2016). The task is: Predict the product of the given reaction. (1) The product is: [CH2:16]([NH:18][C:9](=[O:11])[C:8]1[CH:12]=[CH:13][CH:14]=[CH:15][C:7]=1[C:1]1[CH:2]=[CH:3][CH:4]=[CH:5][CH:6]=1)[CH3:17]. Given the reactants [C:1]1([C:7]2[CH:15]=[CH:14][CH:13]=[CH:12][C:8]=2[C:9]([OH:11])=O)[CH:6]=[CH:5][CH:4]=[CH:3][CH:2]=1.[CH2:16]([NH2:18])[CH3:17], predict the reaction product. (2) Given the reactants [NH2:1][C:2]1[S:3][C:4]([C:10]2[C:15]([F:16])=[CH:14][C:13]([C:17]([OH:20])([CH3:19])[CH3:18])=[CH:12][C:11]=2[F:21])=[CH:5][C:6]=1[C:7]([NH2:9])=[O:8].Br[C:23]1[CH:28]=[CH:27][C:26]([N:29](S(C)(=O)=O)[S:30]([CH3:33])(=[O:32])=[O:31])=[CH:25][CH:24]=1, predict the reaction product. The product is: [F:16][C:15]1[CH:14]=[C:13]([C:17]([OH:20])([CH3:18])[CH3:19])[CH:12]=[C:11]([F:21])[C:10]=1[C:4]1[S:3][C:2]([NH:1][C:23]2[CH:24]=[CH:25][C:26]([NH:29][S:30]([CH3:33])(=[O:31])=[O:32])=[CH:27][CH:28]=2)=[C:6]([C:7]([NH2:9])=[O:8])[CH:5]=1.